From a dataset of Experimentally validated miRNA-target interactions with 360,000+ pairs, plus equal number of negative samples. Binary Classification. Given a miRNA mature sequence and a target amino acid sequence, predict their likelihood of interaction. (1) The miRNA is hsa-miR-4726-5p with sequence AGGGCCAGAGGAGCCUGGAGUGG. The protein sequence of the target gene is MATAAGATYFQRGSLFWFTVITLSFGYYTWVVFWPQSIPYQNLGPLGPFTQYLVDHHHTLLCNGYWLAWLIHVGESLYAIVLCKHKGITSGRAQLLWFLQTFFFGIASLTILIAYKRKRQKQT. Result: 1 (interaction). (2) The miRNA is hsa-miR-335-5p with sequence UCAAGAGCAAUAACGAAAAAUGU. The protein sequence of the target gene is MKILFVEPAIFLSAFAMTLTGPLTTQYVYRRIWEETGNYTFSSDSNISECEKNKSSPIFAFQEEVQKKVSRFNLQMDISGLIPGLVSTFILLSISDHYGRKFPMILSSVGALATSVWLCLLCYFAFPFQLLIASTFIGAFCGNYTTFWGACFAYIVDQCKEHKQKTIRIAIIDFLLGLVTGLTGLSSGYFIRELGFEWSFLIIAVSLAVNLIYILFFLGDPVKECSSQNVTMSCSEGFKNLFYRTYMLFKNASGKRRFLLCLLLFTVITYFFVVIGIAPIFILYELDSPLCWNEVFIGYG.... Result: 1 (interaction). (3) The miRNA is hsa-miR-23b-5p with sequence UGGGUUCCUGGCAUGCUGAUUU. The protein sequence of the target gene is MALAGCPDSFLHHPYYQDKVEQTPRSQQDPAGPGLPAQSDRLANHQEDDVDLEALVNDMNASLESLYSACSMQSDTVPLLQNGQHARSQPRASGPPRSIQPQVSPRQRVQRSQPVHILAVRRLQEEDQQFRTSSLPAIPNPFPELCGPGSPPVLTPGSLPPSQAAAKQDVKVFSEDGTSKVVEILADMTARDLCQLLVYKSHCVDDNSWTLVEHHPHLGLERCLEDHELVVQVESTMASESKFLFRKNYAKYEFFKNPMNFFPEQMVTWCQQSNGSQTQLLQNFLNSSSCPEIQGFLHVK.... Result: 0 (no interaction). (4) The miRNA is hsa-miR-548am-3p with sequence CAAAAACUGCAGUUACUUUUGU. The protein sequence of the target gene is MYLRRAVSKTLALPLRAPPNPAPLGKDASLRRMSSNRFPGSSGSNMIYYLVVGVTVSAGGYYAYKTVTSDQAKHTEHKTNLKEKTKAEIHPFQGEKENVAETEKASSEAPEELIVEAEVVDAEESPSATVVVIKEASACPGHVEAAPETTAVSAETGPEVTDAAARETTEVNPETTPEVTNAALDEAVTIDNDKDTTKNETSDEYAELEEENSPAESESSAGDDLQEEASVGSEAASAQG. Result: 1 (interaction).